From a dataset of Full USPTO retrosynthesis dataset with 1.9M reactions from patents (1976-2016). Predict the reactants needed to synthesize the given product. (1) Given the product [NH2:1][C:2]1[CH:3]=[CH:4][C:5]([S:12]([NH:13][C:14]2[CH:15]=[CH:16][C:17]3[CH2:21][O:20][B:19]([OH:22])[C:18]=3[CH:23]=2)(=[O:25])=[O:24])=[C:6]([CH2:8][C:9]([N:27]2[CH2:30][CH2:29][CH2:28]2)=[O:11])[CH:7]=1, predict the reactants needed to synthesize it. The reactants are: [NH2:1][C:2]1[CH:3]=[CH:4][C:5]([S:12](=[O:25])(=[O:24])[NH:13][C:14]2[CH:15]=[CH:16][C:17]3[CH2:21][O:20][B:19]([OH:22])[C:18]=3[CH:23]=2)=[C:6]([CH2:8][C:9]([OH:11])=O)[CH:7]=1.Cl.[NH:27]1[CH2:30][CH2:29][CH2:28]1.C1CN([P+](ON2N=NC3C=CC=CC2=3)(N2CCCC2)N2CCCC2)CC1.F[P-](F)(F)(F)(F)F.C(N(CC)CC)C. (2) Given the product [Cl:3][C:4]1[CH:5]=[CH:6][C:7]([C@@H:10]2[N:16]([C@@H:17]([C:19]3[CH:24]=[CH:23][C:22]([Cl:25])=[CH:21][CH:20]=3)[CH3:18])[C:15](=[O:26])[CH:14]=[C:13]([C:34]3[CH:35]=[CH:36][CH:37]=[CH:38][CH:39]=3)[NH:12][C:11]2=[O:40])=[CH:8][CH:9]=1, predict the reactants needed to synthesize it. The reactants are: OO.[Cl:3][C:4]1[CH:9]=[CH:8][C:7]([C@@H:10]2[N:16]([C@@H:17]([C:19]3[CH:24]=[CH:23][C:22]([Cl:25])=[CH:21][CH:20]=3)[CH3:18])[C:15](=[O:26])[CH:14]([Se]C3C=CC=CC=3)[CH:13]([C:34]3[CH:39]=[CH:38][CH:37]=[CH:36][CH:35]=3)[NH:12][C:11]2=[O:40])=[CH:6][CH:5]=1. (3) Given the product [CH3:27][O:28][C:29](=[O:39])[C:30]1[CH:35]=[CH:34][C:33]([CH2:36][CH2:37][O:8][C:6]2[CH:7]=[C:2]([Cl:1])[CH:3]=[CH:4][C:5]=2[C:9]2[N:13]([CH2:14][CH:15]3[CH2:16][CH2:17][CH2:18][CH2:19][CH2:20]3)[C:12]3[CH:21]=[C:22]([F:26])[C:23]([F:25])=[CH:24][C:11]=3[N:10]=2)=[CH:32][CH:31]=1, predict the reactants needed to synthesize it. The reactants are: [Cl:1][C:2]1[CH:3]=[CH:4][C:5]([C:9]2[N:13]([CH2:14][CH:15]3[CH2:20][CH2:19][CH2:18][CH2:17][CH2:16]3)[C:12]3[CH:21]=[C:22]([F:26])[C:23]([F:25])=[CH:24][C:11]=3[N:10]=2)=[C:6]([OH:8])[CH:7]=1.[CH3:27][O:28][C:29](=[O:39])[C:30]1[CH:35]=[CH:34][C:33]([CH2:36][CH2:37]Br)=[CH:32][CH:31]=1. (4) Given the product [Br:1][C:2]1[CH:3]=[C:4]([CH:8]=[C:9]([C:11]([F:14])([F:13])[F:12])[CH:10]=1)[C:5]([NH:26][CH2:27][CH:28]1[CH2:33][CH2:32][N:31]([CH2:34][CH2:35][NH:36][S:37]([C:40]([F:43])([F:42])[F:41])(=[O:39])=[O:38])[CH2:30][CH2:29]1)=[O:7], predict the reactants needed to synthesize it. The reactants are: [Br:1][C:2]1[CH:3]=[C:4]([CH:8]=[C:9]([C:11]([F:14])([F:13])[F:12])[CH:10]=1)[C:5]([OH:7])=O.CCN(C(C)C)C(C)C.Cl.Cl.[NH2:26][CH2:27][CH:28]1[CH2:33][CH2:32][N:31]([CH2:34][CH2:35][NH:36][S:37]([C:40]([F:43])([F:42])[F:41])(=[O:39])=[O:38])[CH2:30][CH2:29]1.CN(C(ON1N=NC2C=CC=NC1=2)=[N+](C)C)C.F[P-](F)(F)(F)(F)F.